This data is from Catalyst prediction with 721,799 reactions and 888 catalyst types from USPTO. The task is: Predict which catalyst facilitates the given reaction. (1) The catalyst class is: 4. Reactant: [NH:1]1[CH2:6][CH2:5][CH:4]([NH:7][C:8](=[O:14])[O:9][C:10]([CH3:13])([CH3:12])[CH3:11])[CH2:3][CH2:2]1.[O:15]1[CH2:20][CH2:19][C:18](=O)[CH2:17][CH2:16]1.C(O[BH-](OC(=O)C)OC(=O)C)(=O)C.[Na+]. Product: [O:15]1[CH2:20][CH2:19][CH:18]([N:1]2[CH2:2][CH2:3][CH:4]([NH:7][C:8](=[O:14])[O:9][C:10]([CH3:11])([CH3:13])[CH3:12])[CH2:5][CH2:6]2)[CH2:17][CH2:16]1. (2) Reactant: [CH3:1][S:2]([O:5][CH2:6][CH:7]([NH:15][C:16]([O:18][C:19]([CH3:22])([CH3:21])[CH3:20])=[O:17])[C:8]1[CH:13]=[CH:12][C:11]([Cl:14])=[CH:10][CH:9]=1)(=[O:4])=[O:3].[NH2:23][CH:24]([C:28]1[CH:33]=[CH:32][C:31]([Cl:34])=[CH:30][CH:29]=1)[C:25](O)=[O:26].[BH4-].[Na+].II. The catalyst class is: 1. Product: [CH3:1][S:2]([O:5][CH2:6][CH:7]([NH:15][C:16]([O:18][C:19]([CH3:22])([CH3:21])[CH3:20])=[O:17])[C:8]1[CH:13]=[CH:12][C:11]([Cl:14])=[CH:10][CH:9]=1)(=[O:3])=[O:4].[NH2:23][CH:24]([C:28]1[CH:33]=[CH:32][C:31]([Cl:34])=[CH:30][CH:29]=1)[CH2:25][OH:26]. (3) Reactant: Br[C:2]1[CH:10]=[C:9]2[C:5]([CH2:6][CH2:7][C:8]2=[O:11])=[C:4]([F:12])[CH:3]=1.[OH:13][C@H:14]1[CH2:18][CH2:17][NH:16][C:15]1=[O:19]. Product: [F:12][C:4]1[CH:3]=[C:2]([N:16]2[CH2:17][CH2:18][C@H:14]([OH:13])[C:15]2=[O:19])[CH:10]=[C:9]2[C:5]=1[CH2:6][CH2:7][C:8]2=[O:11]. The catalyst class is: 12. (4) Reactant: [C:1]([C:5]1[C:6]([OH:17])=[C:7]([CH:10]=[C:11]([C:13]([CH3:16])([CH3:15])[CH3:14])[CH:12]=1)[CH:8]=O)([CH3:4])([CH3:3])[CH3:2].[NH2:18][C:19]1[CH:24]=[CH:23][CH:22]=[CH:21][C:20]=1[SH:25]. Product: [SH:25][C:20]1[CH:21]=[CH:22][CH:23]=[CH:24][C:19]=1[N:18]=[CH:8][C:7]1[CH:10]=[C:11]([C:13]([CH3:16])([CH3:15])[CH3:14])[CH:12]=[C:5]([C:1]([CH3:4])([CH3:3])[CH3:2])[C:6]=1[OH:17]. The catalyst class is: 48. (5) Reactant: [CH3:1][O:2][C:3]1[CH:8]=[C:7]([CH2:9][CH2:10][S:11][CH2:12][O:13][CH3:14])[C:6]([O:15][CH3:16])=[CH:5][C:4]=1[CH2:17][C@H:18]([NH:20]C(=O)C(F)(F)F)[CH3:19].[OH-].[Na+].[ClH:29]. Product: [ClH:29].[CH3:1][O:2][C:3]1[CH:8]=[C:7]([CH2:9][CH2:10][S:11][CH2:12][O:13][CH3:14])[C:6]([O:15][CH3:16])=[CH:5][C:4]=1[CH2:17][C@H:18]([NH2:20])[CH3:19]. The catalyst class is: 459. (6) Reactant: [O:1]=[S:2]1(=[O:39])[CH2:6][CH2:5][C:4]2[CH:7]=[C:8]([C:11]3[CH:20]=[CH:19][C:18]4[C:13](=[CH:14][CH:15]=[C:16]([O:21]C)[CH:17]=4)[C:12]=3[O:23][C:24]3[CH:38]=[CH:37][C:27]([O:28][CH2:29][CH2:30][N:31]4[CH2:36][CH2:35][CH2:34][CH2:33][CH2:32]4)=[CH:26][CH:25]=3)[CH:9]=[CH:10][C:3]1=2.Cl.B(Br)(Br)Br.O. Product: [O:39]=[S:2]1(=[O:1])[CH2:6][CH2:5][C:4]2[CH:7]=[C:8]([C:11]3[C:12]([O:23][C:24]4[CH:25]=[CH:26][C:27]([O:28][CH2:29][CH2:30][N:31]5[CH2:32][CH2:33][CH2:34][CH2:35][CH2:36]5)=[CH:37][CH:38]=4)=[C:13]4[C:18](=[CH:19][CH:20]=3)[CH:17]=[C:16]([OH:21])[CH:15]=[CH:14]4)[CH:9]=[CH:10][C:3]1=2. The catalyst class is: 2. (7) Reactant: C(#N)CC.C(=O)([O-])[O-].[K+].[K+].Br[CH2:12][CH:13]1[O:17][CH2:16][CH2:15][O:14]1.[OH:18][CH2:19][C:20]1[C:28]2[O:27][N:26]=[C:25]([CH2:29][CH2:30][CH:31]3[CH2:36][CH2:35][NH:34][CH2:33][CH2:32]3)[C:24]=2[CH:23]=[CH:22][C:21]=1[O:37][CH2:38][C:39]1[CH:46]=[CH:45][C:42]([C:43]#[N:44])=[CH:41][CH:40]=1. Product: [O:14]1[CH2:15][CH2:16][O:17][CH:13]1[CH2:12][N:34]1[CH2:35][CH2:36][CH:31]([CH2:30][CH2:29][C:25]2[C:24]3[CH:23]=[CH:22][C:21]([O:37][CH2:38][C:39]4[CH:40]=[CH:41][C:42]([C:43]#[N:44])=[CH:45][CH:46]=4)=[C:20]([CH2:19][OH:18])[C:28]=3[O:27][N:26]=2)[CH2:32][CH2:33]1. The catalyst class is: 9. (8) The catalyst class is: 1. Reactant: [O:1]1[C@@H:6]([C:7]([N:9]2[CH2:14][CH2:13][N:12]([C:15]3[CH:20]=[CH:19][CH:18]=[CH:17][C:16]=3[CH2:21][O:22][CH3:23])[CH2:11][CH2:10]2)=O)[CH2:5][O:4][C:3]2[CH:24]=[CH:25][CH:26]=[CH:27][C:2]1=2.[H-].[H-].[H-].[H-].[Li+].[Al+3].[OH-].[Na+]. Product: [O:1]1[C@@H:6]([CH2:7][N:9]2[CH2:14][CH2:13][N:12]([C:15]3[CH:20]=[CH:19][CH:18]=[CH:17][C:16]=3[CH2:21][O:22][CH3:23])[CH2:11][CH2:10]2)[CH2:5][O:4][C:3]2[CH:24]=[CH:25][CH:26]=[CH:27][C:2]1=2.